This data is from Reaction yield outcomes from USPTO patents with 853,638 reactions. The task is: Predict the reaction yield, written as a fraction of the theoretical maximum amount of product (1.0 means a 100% yield; for example, 0.34 means a 34% yield). (1) The reactants are [Cl:1][C:2]1[S:6][C:5]([S:7]([N:10]([CH2:17][CH3:18])[C:11]2([C:14]([OH:16])=O)[CH2:13][CH2:12]2)(=[O:9])=[O:8])=[CH:4][CH:3]=1.CCOC(OC(OCC)=O)=O.[F:30][C:31]([F:48])([F:47])[O:32][C:33]1[CH:38]=[CH:37][C:36]([C:39]2[CH:40]=[C:41]([CH2:45][NH2:46])[CH:42]=[CH:43][CH:44]=2)=[CH:35][CH:34]=1. The catalyst is C1COCC1. The product is [Cl:1][C:2]1[S:6][C:5]([S:7]([N:10]([CH2:17][CH3:18])[C:11]2([C:14]([NH:46][CH2:45][C:41]3[CH:42]=[CH:43][CH:44]=[C:39]([C:36]4[CH:37]=[CH:38][C:33]([O:32][C:31]([F:30])([F:47])[F:48])=[CH:34][CH:35]=4)[CH:40]=3)=[O:16])[CH2:12][CH2:13]2)(=[O:8])=[O:9])=[CH:4][CH:3]=1. The yield is 0.590. (2) The reactants are FC(F)(F)[C:3]1[CH:10]=[CH:9][C:6]([CH2:7]Br)=[CH:5][CH:4]=1.C(Br)C1C=CC=CC=1.[CH3:21][C:22]1[CH:26]=[C:25]([N:27]2[CH2:31][CH2:30][NH:29][C:28]2=[O:32])[S:24][C:23]=1[C:33]([O:35][CH2:36][CH3:37])=[O:34]. No catalyst specified. The product is [CH2:7]([N:29]1[CH2:30][CH2:31][N:27]([C:25]2[S:24][C:23]([C:33]([O:35][CH2:36][CH3:37])=[O:34])=[C:22]([CH3:21])[CH:26]=2)[C:28]1=[O:32])[C:6]1[CH:5]=[CH:4][CH:3]=[CH:10][CH:9]=1. The yield is 0.940.